This data is from Reaction yield outcomes from USPTO patents with 853,638 reactions. The task is: Predict the reaction yield, written as a fraction of the theoretical maximum amount of product (1.0 means a 100% yield; for example, 0.34 means a 34% yield). (1) The reactants are C([O:5][C:6]([C:8]1([CH2:11][C@H:12]([NH:26]C(OC(C)(C)C)=O)[CH2:13][C:14]2[CH:19]=[CH:18][C:17]([C:20]3[CH:25]=[CH:24][CH:23]=[CH:22][CH:21]=3)=[CH:16][CH:15]=2)[CH2:10][CH2:9]1)=[O:7])(C)(C)C.Cl.[NH:35]1[C:39]([C:40]([OH:42])=[O:41])=[CH:38][C:37]([C:43]([OH:45])=O)=[N:36]1.CCN=C=NCCCN(C)C.[CH:57]1[CH:58]=CC2N(O)N=N[C:61]=2[CH:62]=1. The catalyst is O1CCOCC1.CN(C=O)C.C(O)CCC. The product is [C:17]1([C:20]2[CH:25]=[CH:24][CH:23]=[CH:22][CH:21]=2)[CH:18]=[CH:19][C:14]([CH2:13][C@@H:12]([NH:26][C:43]([C:37]2[NH:36][N:35]=[C:39]([C:40]([OH:42])=[O:41])[CH:38]=2)=[O:45])[CH2:11][C:8]2([C:6]([O:5][CH2:58][CH2:57][CH2:62][CH3:61])=[O:7])[CH2:10][CH2:9]2)=[CH:15][CH:16]=1. The yield is 0.950. (2) The reactants are [CH2:1]([O:8][C:9]1([CH2:22][CH2:23][CH:24]([CH3:26])[CH3:25])[C:18]2[C:13](=[CH:14][CH:15]=[CH:16][CH:17]=2)[C:12]([O:19]C)=[CH:11][C:10]1=[O:21])[C:2]1[CH:7]=[CH:6][CH:5]=[CH:4][CH:3]=1. The catalyst is CO.[OH-].[Na+]. The product is [CH2:1]([O:8][C:9]1([CH2:22][CH2:23][CH:24]([CH3:26])[CH3:25])[C:18]2[C:13](=[CH:14][CH:15]=[CH:16][CH:17]=2)[C:12](=[O:19])[CH2:11][C:10]1=[O:21])[C:2]1[CH:3]=[CH:4][CH:5]=[CH:6][CH:7]=1. The yield is 0.910. (3) The yield is 0.940. The product is [Cl:20][C:21]1[CH:26]=[C:25]([O:6][CH:5]([C:7]2[CH:12]=[CH:11][CH:10]=[CH:9][C:8]=2[C:13]2[CH:17]=[CH:16][O:15][CH:14]=2)[C:4]([F:3])([F:18])[F:19])[N:24]=[CH:23][N:22]=1. The reactants are [H-].[Na+].[F:3][C:4]([F:19])([F:18])[CH:5]([C:7]1[CH:12]=[CH:11][CH:10]=[CH:9][C:8]=1[C:13]1[CH:17]=[CH:16][O:15][CH:14]=1)[OH:6].[Cl:20][C:21]1[CH:26]=[C:25](Cl)[N:24]=[CH:23][N:22]=1.O. The catalyst is C1COCC1. (4) The reactants are C(OC([NH:8][CH2:9][CH2:10][N:11]1[CH2:15][C:14]2[CH:16]=[C:17]([C:20]3[C:28]4[C:23](=[CH:24][C:25]([F:29])=[CH:26][CH:27]=4)[N:22](C(OC(C)(C)C)=O)[CH:21]=3)[CH:18]=[CH:19][C:13]=2[S:12]1(=[O:38])=[O:37])=O)(C)(C)C.FC(F)(F)C(O)=O. The catalyst is ClCCl. The product is [NH2:8][CH2:9][CH2:10][N:11]1[CH2:15][C:14]2[CH:16]=[C:17]([C:20]3[C:28]4[C:23](=[CH:24][C:25]([F:29])=[CH:26][CH:27]=4)[NH:22][CH:21]=3)[CH:18]=[CH:19][C:13]=2[S:12]1(=[O:38])=[O:37]. The yield is 0.200. (5) The reactants are [Br:1][C:2]1[CH:10]=[C:6]([C:7]([OH:9])=O)[C:5]([OH:11])=[CH:4][CH:3]=1.[NH2:12][C:13]1[O:14][C:15]([C:23]2[O:24][CH:25]=[CH:26][CH:27]=2)=[C:16]([C:18]2[O:19][CH:20]=[CH:21][CH:22]=2)[N:17]=1. No catalyst specified. The product is [Br:1][C:2]1[CH:3]=[CH:4][C:5]([OH:11])=[C:6]([CH:10]=1)[C:7]([NH:12][C:13]1[O:14][C:15]([C:23]2[O:24][CH:25]=[CH:26][CH:27]=2)=[C:16]([C:18]2[O:19][CH:20]=[CH:21][CH:22]=2)[N:17]=1)=[O:9]. The yield is 0.129. (6) The reactants are C([O:8][C:9]([C@@H:11]1[CH2:15][C@@H:14]([OH:16])[CH2:13][N:12]1[C:17](=[O:24])[C@@H:18]([NH:20][C:21](=[O:23])[CH3:22])[CH3:19])=[O:10])C1C=CC=CC=1.[H][H]. The catalyst is C(O)C.[Pd]. The product is [C:21]([NH:20][C@@H:18]([CH3:19])[C:17]([N:12]1[CH2:13][C@H:14]([OH:16])[CH2:15][C@H:11]1[C:9]([OH:10])=[O:8])=[O:24])(=[O:23])[CH3:22]. The yield is 0.940.